From a dataset of Forward reaction prediction with 1.9M reactions from USPTO patents (1976-2016). Predict the product of the given reaction. Given the reactants [CH2:1]([N:4]([C:6]1[CH:11]=[CH:10][C:9]([CH3:12])=[CH:8][CH:7]=1)N)[CH:2]=[CH2:3].[F:13][C:14]1[CH:19]=[CH:18][C:17]([C:20](=[CH2:31])[CH2:21][C:22]2([CH3:30])[C:27](=O)[CH2:26][CH2:25][N:24]([CH3:29])[CH2:23]2)=[CH:16][CH:15]=1.FC(F)(F)C(O)=O, predict the reaction product. The product is: [CH2:1]([N:4]1[C:6]2[CH:11]=[CH:10][C:9]([CH3:12])=[CH:8][C:7]=2[C:26]2[CH2:25][N:24]([CH3:29])[CH2:23][C:22]([CH2:21][C:20]([C:17]3[CH:16]=[CH:15][C:14]([F:13])=[CH:19][CH:18]=3)=[CH2:31])([CH3:30])[C:27]1=2)[CH:2]=[CH2:3].